Predict which catalyst facilitates the given reaction. From a dataset of Catalyst prediction with 721,799 reactions and 888 catalyst types from USPTO. (1) Reactant: [C:1]1([CH:8]=[CH:7][C:5]([OH:6])=[CH:4][CH:3]=1)[OH:2].[Br:9][C:10]1[CH:11]=[C:12]([CH:25]=[CH:26][CH:27]=1)[CH2:13][O:14][C:15]1[CH:20]=[CH:19][C:18](Cl)=[C:17]([N+:22]([O-:24])=[O:23])[CH:16]=1.Cl. Product: [Br:9][C:10]1[CH:11]=[C:12]([CH:25]=[CH:26][CH:27]=1)[CH2:13][O:14][C:15]1[CH:20]=[CH:19][C:18]([O:2][C:1]2[CH:8]=[CH:7][C:5]([OH:6])=[CH:4][CH:3]=2)=[C:17]([N+:22]([O-:24])=[O:23])[CH:16]=1. The catalyst class is: 16. (2) Reactant: Cl.Cl.[NH:3]1[CH2:8][CH2:7][CH:6]([CH2:9][N:10]2[C:18]3[N:13]4[C:14](=[N:19][CH:20]=[C:12]4[C:11]2=[O:21])[CH:15]=[CH:16][CH:17]=3)[CH2:5][CH2:4]1.C1CCN2C(=NCCC2)CC1.C(N(CC)CC)C.C1C=CC(N([S:47]([C:50]([F:53])([F:52])[F:51])(=[O:49])=[O:48])[S:47]([C:50]([F:53])([F:52])[F:51])(=[O:49])=[O:48])=CC=1. Product: [F:51][C:50]([F:53])([F:52])[S:47]([N:3]1[CH2:8][CH2:7][CH:6]([CH2:9][N:10]2[C:18]3[N:13]4[C:14](=[N:19][CH:20]=[C:12]4[C:11]2=[O:21])[CH:15]=[CH:16][CH:17]=3)[CH2:5][CH2:4]1)(=[O:49])=[O:48]. The catalyst class is: 10. (3) Reactant: N1C2C(=NC=CC=2)N([O:10][C:11]2[C:12]3[CH:19]=[CH:18][S:17][C:13]=3[N:14]=[CH:15][N:16]=2)N=1.[N+:20]([C:23]1[CH:24]=[C:25](B(O)O)[CH:26]=[CH:27][CH:28]=1)([O-:22])=[O:21].C([O-])([O-])=O.[Cs+].[Cs+]. Product: [N+:20]([C:23]1[CH:28]=[C:27]([CH:26]=[CH:25][CH:24]=1)[O:10][C:11]1[C:12]2[CH:19]=[CH:18][S:17][C:13]=2[N:14]=[CH:15][N:16]=1)([O-:22])=[O:21]. The catalyst class is: 104. (4) Reactant: [Cl:1][C:2]1[CH:7]=[CH:6][CH:5]=[CH:4][C:3]=1[N:8]1[C:12]([OH:13])=[CH:11][C:10]([C:14]([O:16][CH2:17][CH3:18])=[O:15])=[N:9]1.C(N(CC)CC)C.C1C=CC(N([S:33]([C:36]([F:39])([F:38])[F:37])(=[O:35])=[O:34])[S:33]([C:36]([F:39])([F:38])[F:37])(=[O:35])=[O:34])=CC=1.O. Product: [Cl:1][C:2]1[CH:7]=[CH:6][CH:5]=[CH:4][C:3]=1[N:8]1[C:12]([O:13][S:33]([C:36]([F:39])([F:38])[F:37])(=[O:35])=[O:34])=[CH:11][C:10]([C:14]([O:16][CH2:17][CH3:18])=[O:15])=[N:9]1. The catalyst class is: 7. (5) Reactant: [N+:1]([C:4]1[CH:5]=[C:6]([C:14]([N:16]2[CH2:21][CH2:20][N:19]([CH3:22])[CH2:18][CH2:17]2)=[O:15])[CH:7]=[C:8]([C:10]([F:13])([F:12])[F:11])[CH:9]=1)([O-])=O.[H][H]. Product: [NH2:1][C:4]1[CH:5]=[C:6]([C:14]([N:16]2[CH2:21][CH2:20][N:19]([CH3:22])[CH2:18][CH2:17]2)=[O:15])[CH:7]=[C:8]([C:10]([F:11])([F:12])[F:13])[CH:9]=1. The catalyst class is: 129.